From a dataset of Catalyst prediction with 721,799 reactions and 888 catalyst types from USPTO. Predict which catalyst facilitates the given reaction. (1) Product: [Cl:1][C:2]1[C:3]([C:33](=[O:43])[N:34]([CH2:39][CH2:40][CH2:41][CH3:42])[CH2:35][CH2:36][CH2:37][CH3:38])=[N:4][N:5]([C:8]2[CH:16]=[CH:15][C:14]([C:17](=[O:32])[NH:18][S:19]([C:22]3[CH:31]=[CH:30][C:29]4[C:24](=[CH:25][CH:26]=[CH:27][CH:28]=4)[CH:23]=3)(=[O:20])=[O:21])=[CH:13][C:9]=2[C:10]([N:46]2[C@@H:47]([C:55]([O:57][CH3:58])=[O:56])[CH2:48][C:49]3[C:54](=[CH:53][CH:52]=[CH:51][CH:50]=3)[CH2:45]2)=[O:11])[C:6]=1[CH3:7]. The catalyst class is: 168. Reactant: [Cl:1][C:2]1[C:3]([C:33](=[O:43])[N:34]([CH2:39][CH2:40][CH2:41][CH3:42])[CH2:35][CH2:36][CH2:37][CH3:38])=[N:4][N:5]([C:8]2[CH:16]=[CH:15][C:14]([C:17](=[O:32])[NH:18][S:19]([C:22]3[CH:31]=[CH:30][C:29]4[C:24](=[CH:25][CH:26]=[CH:27][CH:28]=4)[CH:23]=3)(=[O:21])=[O:20])=[CH:13][C:9]=2[C:10](O)=[O:11])[C:6]=1[CH3:7].Cl.[CH2:45]1[C:54]2[C:49](=[CH:50][CH:51]=[CH:52][CH:53]=2)[CH2:48][C@H:47]([C:55]([O:57][CH3:58])=[O:56])[NH:46]1.C(N(C(C)C)C(C)C)C. (2) Reactant: [CH:1]([O:4][C:5]1[CH:18]=[CH:17][C:8]([O:9][C:10]2[S:11][C:12]([CH:15]=O)=[CH:13][N:14]=2)=[CH:7][CH:6]=1)([CH3:3])[CH3:2].N1C=CC=CC=1.Cl.[NH2:26][OH:27]. Product: [CH:1]([O:4][C:5]1[CH:18]=[CH:17][C:8]([O:9][C:10]2[S:11][C:12]([CH:15]=[N:26][OH:27])=[CH:13][N:14]=2)=[CH:7][CH:6]=1)([CH3:3])[CH3:2]. The catalyst class is: 6.